The task is: Predict the reaction yield, written as a fraction of the theoretical maximum amount of product (1.0 means a 100% yield; for example, 0.34 means a 34% yield).. This data is from Reaction yield outcomes from USPTO patents with 853,638 reactions. (1) The reactants are [C:1]([O:5][C:6]([NH:8][CH:9]([CH2:13][C:14]1[C:22]2[C:17](=[CH:18][CH:19]=[CH:20][CH:21]=2)[NH:16][CH:15]=1)[C:10]([OH:12])=[O:11])=[O:7])([CH3:4])([CH3:3])[CH3:2].[N:23]12[CH2:30][CH2:29][CH:26]([CH2:27][CH2:28]1)[C@@H:25](O)[CH2:24]2.C1C=CC2N(O)N=NC=2C=1.C(Cl)CCl. The catalyst is CN(C=O)C. The product is [C:1]([O:5][C:6]([NH:8][CH:9]([CH2:13][C:14]1[C:22]2[C:17](=[CH:18][CH:19]=[CH:20][CH:21]=2)[NH:16][CH:15]=1)[C:10]([O:12][C@@H:25]1[CH:26]2[CH2:29][CH2:30][N:23]([CH2:28][CH2:27]2)[CH2:24]1)=[O:11])=[O:7])([CH3:4])([CH3:2])[CH3:3]. The yield is 0.699. (2) The reactants are Cl[C:2]1[C:3](=[O:14])[NH:4][C:5](=[O:13])[C:6]=1[C:7]1[CH:12]=[CH:11][CH:10]=[CH:9][CH:8]=1.[CH3:15][O:16][C:17]1[CH:23]=[CH:22][C:20]([NH2:21])=[CH:19][CH:18]=1. The catalyst is CN(C=O)C. The product is [CH3:15][O:16][C:17]1[CH:23]=[CH:22][C:20]([NH:21][C:2]2[C:3](=[O:14])[NH:4][C:5](=[O:13])[C:6]=2[C:7]2[CH:12]=[CH:11][CH:10]=[CH:9][CH:8]=2)=[CH:19][CH:18]=1. The yield is 0.320. (3) The reactants are [CH2:1]([NH2:6])[CH2:2][CH:3]([CH3:5])[CH3:4].Cl[CH2:8][CH:9]([OH:15])[CH2:10][S:11]([OH:14])(=[O:13])=[O:12].[Na]. The catalyst is O1CCOCC1.O. The product is [OH:15][CH:9]([CH2:8][NH:6][CH2:1][CH2:2][CH:3]([CH3:5])[CH3:4])[CH2:10][S:11]([OH:14])(=[O:13])=[O:12]. The yield is 0.270. (4) The reactants are [Cl-].O[NH3+:3].[C:4](=[O:7])([O-])[OH:5].[Na+].CS(C)=O.[CH2:13]([C:15]1[N:16]([C:40]2[CH:45]=[CH:44][C:43]([C:46]([O:49][CH3:50])([CH3:48])[CH3:47])=[CH:42][CH:41]=2)[C:17](=[O:39])[C:18]([CH2:24][C:25]2[CH:30]=[CH:29][C:28]([C:31]3[C:32]([C:37]#[N:38])=[CH:33][CH:34]=[CH:35][CH:36]=3)=[CH:27][CH:26]=2)=[C:19]([CH2:21][CH2:22][CH3:23])[N:20]=1)[CH3:14]. The catalyst is O. The product is [CH2:13]([C:15]1[N:16]([C:40]2[CH:41]=[CH:42][C:43]([C:46]([O:49][CH3:50])([CH3:48])[CH3:47])=[CH:44][CH:45]=2)[C:17](=[O:39])[C:18]([CH2:24][C:25]2[CH:30]=[CH:29][C:28]([C:31]3[CH:36]=[CH:35][CH:34]=[CH:33][C:32]=3[C:37]3[NH:3][C:4](=[O:7])[O:5][N:38]=3)=[CH:27][CH:26]=2)=[C:19]([CH2:21][CH2:22][CH3:23])[N:20]=1)[CH3:14]. The yield is 0.220. (5) The product is [NH:16]([C:17]1[O:18][C:2]([C:3]([O:5][CH2:6][CH3:7])=[O:4])=[CH:8][N:19]=1)[C:10]1[CH:15]=[CH:14][CH:13]=[CH:12][CH:11]=1. The catalyst is O. The reactants are Cl[CH:2]([CH:8]=O)[C:3]([O:5][CH2:6][CH3:7])=[O:4].[C:10]1([NH:16][C:17]([NH2:19])=[O:18])[CH:15]=[CH:14][CH:13]=[CH:12][CH:11]=1. The yield is 0.160. (6) The reactants are Cl.[Cl:2][C:3]1[CH:4]=[C:5]2[C:9](=[CH:10][CH:11]=1)[NH:8][CH:7]=[C:6]2[CH2:12][CH2:13][NH2:14].[C:15]1([N:21]2[C:25]([C:26](Cl)=[O:27])=[CH:24][CH:23]=[N:22]2)[CH:20]=[CH:19][CH:18]=[CH:17][CH:16]=1.C(N(CC)CC)C.C(OCC)(=O)C. The product is [Cl:2][C:3]1[CH:4]=[C:5]2[C:9](=[CH:10][CH:11]=1)[NH:8][CH:7]=[C:6]2[CH2:12][CH2:13][NH:14][C:26]([C:25]1[N:21]([C:15]2[CH:16]=[CH:17][CH:18]=[CH:19][CH:20]=2)[N:22]=[CH:23][CH:24]=1)=[O:27]. The catalyst is ClCCl. The yield is 0.630. (7) The yield is 0.500. The catalyst is C(O)(=O)C. The reactants are [CH:1]1([C:4]2[NH:8][N:7]=[C:6]([NH:9][C:10]3[N:15]=[C:14]([NH:16][C@H:17]([C:19]4[CH:24]=[CH:23][C:22]([F:25])=[CH:21][CH:20]=4)[CH3:18])[C:13]([NH2:26])=[CH:12][CH:11]=3)[CH:5]=2)[CH2:3][CH2:2]1.[N:27]([O-])=O.[Na+]. The product is [CH:1]1([C:4]2[NH:8][N:7]=[C:6]([NH:9][C:10]3[N:15]=[C:14]4[N:16]([C@H:17]([C:19]5[CH:20]=[CH:21][C:22]([F:25])=[CH:23][CH:24]=5)[CH3:18])[N:27]=[N:26][C:13]4=[CH:12][CH:11]=3)[CH:5]=2)[CH2:3][CH2:2]1. (8) The reactants are C[Mg+].[Br-].CCOCC.[NH:9]1[CH2:14][CH2:13][CH2:12][CH2:11][CH2:10]1.[C:15]([C:17]1[C:18]2[C:23]([CH:24]=[C:25]3[C:30]=1[CH:29]=[CH:28][CH:27]=[CH:26]3)=[CH:22][CH:21]=[CH:20][CH:19]=2)#[N:16]. The catalyst is C1(C)C=CC=CC=1. The product is [CH:29]1[C:30]2[C:25](=[CH:24][C:23]3[C:18]([C:17]=2[C:15](=[NH:16])[N:9]2[CH2:14][CH2:13][CH2:12][CH2:11][CH2:10]2)=[CH:19][CH:20]=[CH:21][CH:22]=3)[CH:26]=[CH:27][CH:28]=1. The yield is 0.620. (9) The reactants are [Cl:1][C:2]1[CH:3]=[C:4]([OH:11])[CH:5]=[C:6]([N+:8]([O-])=O)[CH:7]=1.[Cl-].[NH4+]. The catalyst is C(O)C.O.[Zn]. The product is [NH2:8][C:6]1[CH:5]=[C:4]([OH:11])[CH:3]=[C:2]([Cl:1])[CH:7]=1. The yield is 0.770.